Dataset: Reaction yield outcomes from USPTO patents with 853,638 reactions. Task: Predict the reaction yield, written as a fraction of the theoretical maximum amount of product (1.0 means a 100% yield; for example, 0.34 means a 34% yield). (1) The reactants are [CH2:1]([N:8]1[CH2:12][CH2:11][C@@H:10](O)[CH2:9]1)[C:2]1[CH:7]=[CH:6][CH:5]=[CH:4][CH:3]=1.S(C1C=CC(C)=CC=1)([O-])(=O)=O.C1COCC1.[F-:30]. The catalyst is O. The product is [CH2:1]([N:8]1[CH2:12][CH2:11][C@H:10]([F:30])[CH2:9]1)[C:2]1[CH:7]=[CH:6][CH:5]=[CH:4][CH:3]=1. The yield is 0.710. (2) The reactants are [CH3:1][C:2]1[CH:11]=[CH:10][C:9]2[CH2:8][CH2:7][CH2:6][CH:5]([NH2:12])[C:4]=2[N:3]=1.[O:13]=[C:14]1[C:22]2[C:17](=[CH:18][CH:19]=[CH:20][CH:21]=2)[C:16](=[O:23])[N:15]1[CH2:24][CH2:25][CH2:26][CH:27]=O.C(O[BH-](OC(=O)C)OC(=O)C)(=O)C.[Na+].C(=O)(O)[O-].[Na+]. The catalyst is C(Cl)Cl. The product is [CH3:1][C:2]1[CH:11]=[CH:10][C:9]2[CH2:8][CH2:7][CH2:6][CH:5]([NH:12][CH2:27][CH2:26][CH2:25][CH2:24][N:15]3[C:16](=[O:23])[C:17]4[C:22](=[CH:21][CH:20]=[CH:19][CH:18]=4)[C:14]3=[O:13])[C:4]=2[N:3]=1. The yield is 0.790. (3) The reactants are C(OC([NH:11][C@@H:12]1[CH2:16][CH2:15][N:14]([C:17]([O:19][C:20]([CH3:23])([CH3:22])[CH3:21])=[O:18])[CH2:13]1)=O)C1C=CC=CC=1. The catalyst is C(O)C.[Pd]. The product is [NH2:11][C@@H:12]1[CH2:16][CH2:15][N:14]([C:17]([O:19][C:20]([CH3:23])([CH3:22])[CH3:21])=[O:18])[CH2:13]1. The yield is 1.00. (4) The product is [NH2:12][CH:8]([OH:11])[CH2:9][CH3:10].[CH3:13][CH2:14][C:15]1[CH:16]=[CH:17][CH:18]=[C:19]2[C:23]3[CH2:24][CH2:25][O:26][C:27]([CH2:30][C:31]([OH:33])=[O:32])([CH2:28][CH3:29])[C:22]=3[NH:21][C:20]=12.[ClH:34]. The catalyst is ClCCl. The yield is 0.550. The reactants are C([C:8]([NH2:12])([OH:11])[CH2:9][CH3:10])(OC(C)(C)C)=O.[CH3:13][CH2:14][C:15]1[CH:16]=[CH:17][CH:18]=[C:19]2[C:23]3[CH2:24][CH2:25][O:26][C:27]([CH2:30][C:31]([OH:33])=[O:32])([CH2:28][CH3:29])[C:22]=3[NH:21][C:20]=12.[ClH:34].C(OCC)(=O)C.C(OCC)C.CCCCCC. (5) The reactants are [CH3:1][NH:2][S:3]([CH2:6][CH3:7])(=[O:5])=[O:4].[OH-].[K+].Cl[C:11]1[CH:16]=[N:15][C:14]([Cl:17])=[CH:13][N:12]=1. The catalyst is CO. The product is [Cl:17][C:14]1[N:15]=[CH:16][C:11]([N:2]([CH3:1])[S:3]([CH2:6][CH3:7])(=[O:5])=[O:4])=[N:12][CH:13]=1. The yield is 0.255. (6) The reactants are [N:1]([O-])=O.[Na+].[F:5][C:6]1[CH:7]=[C:8]([NH2:13])[C:9]([NH2:12])=[CH:10][CH:11]=1. The catalyst is O.C(O)(=O)C. The product is [F:5][C:6]1[CH:11]=[CH:10][C:9]2[NH:12][N:1]=[N:13][C:8]=2[CH:7]=1. The yield is 0.850.